This data is from Forward reaction prediction with 1.9M reactions from USPTO patents (1976-2016). The task is: Predict the product of the given reaction. (1) Given the reactants Br[CH2:2][CH2:3][CH2:4][S:5]([CH2:8][CH2:9][CH2:10][S:11]([CH2:14][CH2:15][C:16]([O:18][CH3:19])=[O:17])(=[O:13])=[O:12])(=[O:7])=[O:6].[C:20]([OH:23])(=[S:22])[CH3:21].CCN(C(C)C)C(C)C, predict the reaction product. The product is: [C:20]([S:22][CH2:2][CH2:3][CH2:4][S:5]([CH2:8][CH2:9][CH2:10][S:11]([CH2:14][CH2:15][C:16]([O:18][CH3:19])=[O:17])(=[O:13])=[O:12])(=[O:7])=[O:6])(=[O:23])[CH3:21]. (2) Given the reactants [OH:1][C:2]1[CH:7]=[CH:6][C:5]([S:8]([NH:11][CH3:12])(=[O:10])=[O:9])=[CH:4][C:3]=1[N+:13]([O-])=O, predict the reaction product. The product is: [NH2:13][C:3]1[CH:4]=[C:5]([S:8]([NH:11][CH3:12])(=[O:10])=[O:9])[CH:6]=[CH:7][C:2]=1[OH:1]. (3) The product is: [Cl:1][C:2]1[CH:10]=[C:9]2[C:5]([C:6]([C:14]([OH:19])=[O:20])=[CH:7][N:8]2[CH:11]([CH3:12])[CH3:13])=[CH:4][CH:3]=1. Given the reactants [Cl:1][C:2]1[CH:10]=[C:9]2[C:5]([C:6]([C:14](=[O:19])C(F)(F)F)=[CH:7][N:8]2[CH:11]([CH3:13])[CH3:12])=[CH:4][CH:3]=1.[OH-:20].[Na+].Cl, predict the reaction product. (4) Given the reactants [CH:1]1[C:10]2[C:5](=[CH:6][CH:7]=[CH:8][CH:9]=2)[CH:4]=[C:3]([C:11]([NH:13][C:14]2[NH:18][C:17]3[CH:19]=[C:20]([O:26][CH2:27][CH3:28])[CH:21]=[C:22]([C:23]([OH:25])=O)[C:16]=3[N:15]=2)=[O:12])[N:2]=1.CN(C(ON1N=NC2C=CC=CC1=2)=[N+](C)C)C.F[P-](F)(F)(F)(F)F.CCN(C(C)C)C(C)C.S(O)(O)(=O)=O.[NH2:67][C:68]1[NH:69][CH:70]=[CH:71][N:72]=1, predict the reaction product. The product is: [CH2:27]([O:26][C:20]1[CH:21]=[C:22]([C:23](=[O:25])[NH:67][C:68]2[NH:69][CH:70]=[CH:71][N:72]=2)[C:16]2[NH:15][C:14]([NH:13][C:11]([C:3]3[N:2]=[CH:1][C:10]4[C:5]([CH:4]=3)=[CH:6][CH:7]=[CH:8][CH:9]=4)=[O:12])=[N:18][C:17]=2[CH:19]=1)[CH3:28]. (5) Given the reactants [C:1]([C:5]1[CH:10]=[CH:9][C:8]([NH:11][C:12]([N:14]([CH2:34][C:35]2[CH:46]=[CH:45][C:38]([O:39][CH2:40][C:41]([O:43]C)=[O:42])=[CH:37][CH:36]=2)[CH2:15][C:16]2[CH:21]=[CH:20][C:19]([C:22]#[C:23][C:24]3[CH:29]=[CH:28][C:27]([CH2:30][CH2:31][CH2:32][CH3:33])=[CH:26][CH:25]=3)=[CH:18][CH:17]=2)=[O:13])=[CH:7][CH:6]=1)([CH3:4])([CH3:3])[CH3:2].[OH-].[Na+], predict the reaction product. The product is: [C:1]([C:5]1[CH:6]=[CH:7][C:8]([NH:11][C:12]([N:14]([CH2:34][C:35]2[CH:46]=[CH:45][C:38]([O:39][CH2:40][C:41]([OH:43])=[O:42])=[CH:37][CH:36]=2)[CH2:15][C:16]2[CH:21]=[CH:20][C:19]([C:22]#[C:23][C:24]3[CH:29]=[CH:28][C:27]([CH2:30][CH2:31][CH2:32][CH3:33])=[CH:26][CH:25]=3)=[CH:18][CH:17]=2)=[O:13])=[CH:9][CH:10]=1)([CH3:2])([CH3:3])[CH3:4]. (6) Given the reactants [H-].[Na+].[NH:3]1[CH2:8][CH2:7][CH2:6][CH2:5][C:4]1=[O:9].Br[CH2:11][C:12]1[CH:21]=[CH:20][C:15]([C:16]([O:18][CH3:19])=[O:17])=[CH:14][CH:13]=1.[Cl-].[Na+], predict the reaction product. The product is: [O:9]=[C:4]1[CH2:5][CH2:6][CH2:7][CH2:8][N:3]1[CH2:11][C:12]1[CH:21]=[CH:20][C:15]([C:16]([O:18][CH3:19])=[O:17])=[CH:14][CH:13]=1. (7) Given the reactants [NH2:1][C:2]([CH3:7])([CH3:6])[C:3]([OH:5])=[O:4].[C:8](O[C:8]([O:10][C:11]([CH3:14])([CH3:13])[CH3:12])=[O:9])([O:10][C:11]([CH3:14])([CH3:13])[CH3:12])=[O:9], predict the reaction product. The product is: [C:11]([O:10][C:8]([NH:1][C:2]([CH3:7])([CH3:6])[C:3]([OH:5])=[O:4])=[O:9])([CH3:14])([CH3:13])[CH3:12].